From a dataset of Reaction yield outcomes from USPTO patents with 853,638 reactions. Predict the reaction yield, written as a fraction of the theoretical maximum amount of product (1.0 means a 100% yield; for example, 0.34 means a 34% yield). (1) The reactants are [F:1][C:2]1([F:29])[CH2:7][CH2:6][N:5]([C:8]([C:10]2[NH:11][C:12]3[C:17]([CH:18]=2)=[CH:16][C:15]([C:19]([N:21]2[CH2:25][CH2:24][CH:23]([N:26]([CH3:28])[CH3:27])[CH2:22]2)=[O:20])=[CH:14][CH:13]=3)=[O:9])[CH2:4][CH2:3]1.[H-].[Na+].Br[CH:33]([CH3:35])[CH3:34]. The catalyst is CN(C)C=O. The product is [F:29][C:2]1([F:1])[CH2:7][CH2:6][N:5]([C:8]([C:10]2[N:11]([CH:33]([CH3:35])[CH3:34])[C:12]3[C:17]([CH:18]=2)=[CH:16][C:15]([C:19]([N:21]2[CH2:25][CH2:24][CH:23]([N:26]([CH3:27])[CH3:28])[CH2:22]2)=[O:20])=[CH:14][CH:13]=3)=[O:9])[CH2:4][CH2:3]1. The yield is 0.350. (2) The reactants are [NH2:1][C:2]1[C:11]2[C:6](=[C:7](Br)[CH:8]=[CH:9][CH:10]=2)[N:5]=[N:4][C:3]=1[C:13]([NH:15][CH2:16][CH2:17][CH3:18])=[O:14].[F:19][C:20]1[CH:21]=[CH:22][C:23]([CH3:29])=[C:24](B(O)O)[CH:25]=1. No catalyst specified. The product is [NH2:1][C:2]1[C:11]2[C:6](=[C:7]([C:22]3[CH:21]=[C:20]([F:19])[CH:25]=[CH:24][C:23]=3[CH3:29])[CH:8]=[CH:9][CH:10]=2)[N:5]=[N:4][C:3]=1[C:13]([NH:15][CH2:16][CH2:17][CH3:18])=[O:14]. The yield is 0.860. (3) The reactants are ClCC1C=CN=CN=1.Cl[CH2:10][C:11]1[N:12]=[N:13][CH:14]=[CH:15][CH:16]=1.[C:17]1(=[O:27])[NH:21][C:20](=[O:22])[C:19]2=[CH:23][CH:24]=[CH:25][CH:26]=[C:18]12.[K]. No catalyst specified. The product is [N:13]1[CH:14]=[CH:15][CH:16]=[C:11]([CH2:10][N:21]2[C:17](=[O:27])[C:18]3[C:19](=[CH:23][CH:24]=[CH:25][CH:26]=3)[C:20]2=[O:22])[N:12]=1. The yield is 0.170. (4) The reactants are [CH3:1][O:2][C:3]1[CH:8]=[CH:7][CH:6]=[CH:5][C:4]=1[CH:9]([CH2:14][C:15]1[CH:20]=[CH:19][CH:18]=[CH:17][CH:16]=1)[C:10]([O:12]C)=[O:11].[OH-].[Na+].O.Cl. The catalyst is C1COCC1.CO. The product is [CH3:1][O:2][C:3]1[CH:8]=[CH:7][CH:6]=[CH:5][C:4]=1[CH:9]([CH2:14][C:15]1[CH:20]=[CH:19][CH:18]=[CH:17][CH:16]=1)[C:10]([OH:12])=[O:11]. The yield is 0.510. (5) The reactants are [Br:1][C:2]1[CH:7]=[CH:6][C:5]([CH2:8][CH2:9][CH2:10][OH:11])=[CH:4][CH:3]=1.N1C=CN=C1.[CH3:17][C:18]([Si:21](Cl)([CH3:23])[CH3:22])([CH3:20])[CH3:19]. The catalyst is CN(C=O)C.CCCCCCC.[NH4+].[Cl-]. The product is [Br:1][C:2]1[CH:3]=[CH:4][C:5]([CH2:8][CH2:9][CH2:10][O:11][Si:21]([C:18]([CH3:20])([CH3:19])[CH3:17])([CH3:23])[CH3:22])=[CH:6][CH:7]=1. The yield is 0.900. (6) The reactants are [C:1]([O:5][C:6]([C@H:8]1[CH2:10][C@@H:9]1[CH:11]1[CH2:15][CH2:14][N:13](O)[C:12]1=[O:17])=[O:7])([CH3:4])([CH3:3])[CH3:2].CO.[OH-].[Na+]. The catalyst is O. The product is [C:1]([O:5][C:6]([C@H:8]1[CH2:10][C@@H:9]1[CH:11]1[CH2:15][CH2:14][NH:13][C:12]1=[O:17])=[O:7])([CH3:4])([CH3:2])[CH3:3]. The yield is 0.884. (7) The reactants are [CH3:1][OH:2].[H-].[Na+].Br[C:6]1[CH:7]=[C:8]([CH:29]=[CH:30][N:31]=1)[C:9]([NH:11][C:12]1[S:13][C:14]2[C:20]([CH:21]3[CH2:26][CH2:25][O:24][CH2:23][CH2:22]3)=[CH:19][CH:18]=[C:17]([O:27][CH3:28])[C:15]=2[N:16]=1)=[O:10]. The catalyst is O1CCOCC1. The product is [CH3:1][O:2][C:6]1[CH:7]=[C:8]([CH:29]=[CH:30][N:31]=1)[C:9]([NH:11][C:12]1[S:13][C:14]2[C:20]([CH:21]3[CH2:26][CH2:25][O:24][CH2:23][CH2:22]3)=[CH:19][CH:18]=[C:17]([O:27][CH3:28])[C:15]=2[N:16]=1)=[O:10]. The yield is 0.670. (8) The reactants are [CH3:1][O:2][C@@H:3]1[CH2:8][CH2:7][NH:6][CH2:5][C@H:4]1[NH:9][P:10](=[O:17])([O:14][CH2:15][CH3:16])[O:11][CH2:12][CH3:13].[CH:18](=O)[C:19]1[CH:24]=[CH:23][CH:22]=[CH:21][CH:20]=1.C(O)(=O)C.[BH3-]C#N.[Na+]. The catalyst is CO. The product is [CH2:18]([N:6]1[CH2:7][CH2:8][C@@H:3]([O:2][CH3:1])[C@H:4]([NH:9][P:10](=[O:17])([O:14][CH2:15][CH3:16])[O:11][CH2:12][CH3:13])[CH2:5]1)[C:19]1[CH:24]=[CH:23][CH:22]=[CH:21][CH:20]=1. The yield is 0.980. (9) The reactants are [OH-].[Na+].C[O:4][C:5](=[O:39])[CH2:6][C:7]1[CH:12]=[CH:11][CH:10]=[CH:9][C:8]=1[C:13]1[CH:18]=[CH:17][C:16]([C:19]([CH2:37][CH3:38])([C:22]2[CH:27]=[CH:26][C:25](/[CH:28]=[CH:29]/[C:30]([CH2:34][CH3:35])([OH:33])[CH2:31][CH3:32])=[C:24]([CH3:36])[CH:23]=2)[CH2:20][CH3:21])=[CH:15][CH:14]=1. The catalyst is CO.O1CCCC1. The product is [CH2:20]([C:19]([C:16]1[CH:15]=[CH:14][C:13]([C:8]2[CH:9]=[CH:10][CH:11]=[CH:12][C:7]=2[CH2:6][C:5]([OH:39])=[O:4])=[CH:18][CH:17]=1)([C:22]1[CH:27]=[CH:26][C:25](/[CH:28]=[CH:29]/[C:30]([CH2:31][CH3:32])([OH:33])[CH2:34][CH3:35])=[C:24]([CH3:36])[CH:23]=1)[CH2:37][CH3:38])[CH3:21]. The yield is 0.750. (10) The product is [Br:9][C:10]1[C:11]([F:21])=[CH:12][C:13]([NH2:18])=[C:14]([O:16][CH3:17])[CH:15]=1. The reactants are S(S([O-])=O)([O-])=O.[Na+].[Na+].[Br:9][C:10]1[CH:15]=[C:14]([O:16][CH3:17])[C:13]([N+:18]([O-])=O)=[CH:12][C:11]=1[F:21]. The yield is 0.400. The catalyst is C(O)C.O.